This data is from Peptide-MHC class II binding affinity with 134,281 pairs from IEDB. The task is: Regression. Given a peptide amino acid sequence and an MHC pseudo amino acid sequence, predict their binding affinity value. This is MHC class II binding data. (1) The peptide sequence is DKGILTVSVAVSEGK. The MHC is DRB1_0701 with pseudo-sequence DRB1_0701. The binding affinity (normalized) is 0.561. (2) The peptide sequence is GDGKISLSELTDALR. The MHC is HLA-DQA10401-DQB10402 with pseudo-sequence HLA-DQA10401-DQB10402. The binding affinity (normalized) is 0.174. (3) The peptide sequence is LRAEQASQEVKNWMTETL. The MHC is DRB1_1501 with pseudo-sequence DRB1_1501. The binding affinity (normalized) is 0.376.